Dataset: Peptide-MHC class II binding affinity with 134,281 pairs from IEDB. Task: Regression. Given a peptide amino acid sequence and an MHC pseudo amino acid sequence, predict their binding affinity value. This is MHC class II binding data. The peptide sequence is GLRRLTTLLRALGAQ. The binding affinity (normalized) is 0.258. The MHC is DRB1_0901 with pseudo-sequence DRB1_0901.